This data is from Full USPTO retrosynthesis dataset with 1.9M reactions from patents (1976-2016). The task is: Predict the reactants needed to synthesize the given product. (1) Given the product [C:1]([C:3]1[C:4]([CH3:19])=[N:5][NH:6][C:7]=1[C:8]1[CH:9]=[C:10]([CH:14]=[CH:15][C:16]=1[CH3:17])[C:11]([OH:13])=[O:12])#[N:2], predict the reactants needed to synthesize it. The reactants are: [C:1]([C:3]1[CH:4]=[N:5][NH:6][C:7]=1[C:8]1[CH:9]=[C:10]([CH:14]=[CH:15][C:16]=1[CH3:17])[C:11]([OH:13])=[O:12])#[N:2].I[C:19]1NN=C(C)C=1C#N.IC1C(C#N)=CNN=1. (2) Given the product [CH3:19][S:20]([O:1][CH2:2][CH2:3][C:4]1[CH:8]=[CH:7][O:6][C:5]=1[CH2:9][CH2:10][O:11][S:20]([CH3:19])(=[O:22])=[O:21])(=[O:22])=[O:21], predict the reactants needed to synthesize it. The reactants are: [OH:1][CH2:2][CH2:3][C:4]1[CH:8]=[CH:7][O:6][C:5]=1[CH2:9][CH2:10][OH:11].C(N(CC)CC)C.[CH3:19][S:20](Cl)(=[O:22])=[O:21]. (3) Given the product [F:1][C:2]1[CH:7]=[CH:6][C:5]([C:8]2[CH:13]=[CH:12][N:11]=[C:10]([Cl:17])[CH:9]=2)=[CH:4][CH:3]=1, predict the reactants needed to synthesize it. The reactants are: [F:1][C:2]1[CH:7]=[CH:6][C:5]([C:8]2[CH:13]=[CH:12][N+:11]([O-])=[CH:10][CH:9]=2)=[CH:4][CH:3]=1.P(Cl)(Cl)([Cl:17])=O.